This data is from Full USPTO retrosynthesis dataset with 1.9M reactions from patents (1976-2016). The task is: Predict the reactants needed to synthesize the given product. (1) Given the product [CH3:23][O:24][C:25]([C:26]1[CH:27]=[N:28][CH:29]=[CH:30][C:31]=1[C:11]1[CH2:10][CH2:9][N:8]([C:6]([O:5][C:1]([CH3:2])([CH3:3])[CH3:4])=[O:7])[CH2:13][CH:12]=1)=[O:33], predict the reactants needed to synthesize it. The reactants are: [C:1]([O:5][C:6]([N:8]1[CH2:13][CH:12]=[C:11](B2OC(C)(C)C(C)(C)O2)[CH2:10][CH2:9]1)=[O:7])([CH3:4])([CH3:3])[CH3:2].[CH3:23][O:24][C:25](=[O:33])[C:26]1[C:31](Br)=[CH:30][CH:29]=[N:28][CH:27]=1.C([O-])(O)=O.[Na+]. (2) Given the product [Cl:26][C:23]1[CH:24]=[CH:25][C:20]([CH:8]([C:5]2[CH:4]=[CH:3][C:2]([C:36]3[CH:41]=[CH:40][C:39]([S:42]([NH2:45])(=[O:44])=[O:43])=[CH:38][CH:37]=3)=[CH:7][CH:6]=2)[CH2:9][C:10]([C:12]2[CH:13]=[CH:14][C:15](=[O:19])[N:16]([CH3:18])[CH:17]=2)=[O:11])=[C:21]([CH3:27])[CH:22]=1, predict the reactants needed to synthesize it. The reactants are: Br[C:2]1[CH:7]=[CH:6][C:5]([CH:8]([C:20]2[CH:25]=[CH:24][C:23]([Cl:26])=[CH:22][C:21]=2[CH3:27])[CH2:9][C:10]([C:12]2[CH:13]=[CH:14][C:15](=[O:19])[N:16]([CH3:18])[CH:17]=2)=[O:11])=[CH:4][CH:3]=1.CC1(C)C(C)(C)OB([C:36]2[CH:41]=[CH:40][C:39]([S:42]([NH2:45])(=[O:44])=[O:43])=[CH:38][CH:37]=2)O1. (3) Given the product [CH3:17][O:16][C:15]1[C:3]([CH2:18][CH2:19][CH3:20])=[C:4]([CH:12]=[CH:13][CH:14]=1)[C:5]([O:7][C:8]([CH3:9])([CH3:10])[CH3:11])=[O:6], predict the reactants needed to synthesize it. The reactants are: CO[C:3]1[C:15]([O:16][CH3:17])=[CH:14][CH:13]=[CH:12][C:4]=1[C:5]([O:7][C:8]([CH3:11])([CH3:10])[CH3:9])=[O:6].[CH2:18]([Mg]Cl)[CH2:19][CH3:20].CCOCC.C(O)(=O)C. (4) The reactants are: [CH3:1][O:2][C:3]1[CH:4]=[CH:5][CH:6]=[C:7]2[C:12]=1[N:11]=[C:10]([C:13]1[CH:18]=[CH:17][CH:16]=[CH:15][C:14]=1[C:19]([F:22])([F:21])[F:20])[NH:9][C:8]2=O.Cl.C(N(CC)CC)C.O=P(Cl)(Cl)[Cl:34]. Given the product [Cl:34][C:8]1[C:7]2[C:12](=[C:3]([O:2][CH3:1])[CH:4]=[CH:5][CH:6]=2)[N:11]=[C:10]([C:13]2[CH:18]=[CH:17][CH:16]=[CH:15][C:14]=2[C:19]([F:22])([F:21])[F:20])[N:9]=1, predict the reactants needed to synthesize it. (5) Given the product [OH:21][C@H:22]1[C@H:27]([C:28]2[CH:29]=[CH:30][C:31]([C:32]([O:34][CH3:35])=[O:33])=[CH:36][CH:37]=2)[C@@H:26]([CH2:38][O:39][C:1]([C:14]2[CH:19]=[CH:18][CH:17]=[CH:16][CH:15]=2)([C:8]2[CH:13]=[CH:12][CH:11]=[CH:10][CH:9]=2)[C:2]2[CH:7]=[CH:6][CH:5]=[CH:4][CH:3]=2)[CH2:25][N:24]([S:40]([C:43]2[CH:48]=[CH:47][C:46]([CH3:49])=[CH:45][CH:44]=2)(=[O:42])=[O:41])[CH2:23]1, predict the reactants needed to synthesize it. The reactants are: [C:1](Cl)([C:14]1[CH:19]=[CH:18][CH:17]=[CH:16][CH:15]=1)([C:8]1[CH:13]=[CH:12][CH:11]=[CH:10][CH:9]=1)[C:2]1[CH:7]=[CH:6][CH:5]=[CH:4][CH:3]=1.[OH:21][C@H:22]1[C@H:27]([C:28]2[CH:37]=[CH:36][C:31]([C:32]([O:34][CH3:35])=[O:33])=[CH:30][CH:29]=2)[C@@H:26]([CH2:38][OH:39])[CH2:25][N:24]([S:40]([C:43]2[CH:48]=[CH:47][C:46]([CH3:49])=[CH:45][CH:44]=2)(=[O:42])=[O:41])[CH2:23]1. (6) Given the product [CH3:24][CH:11]1[N:10]([S:7]([C:5]2[S:6][C:2]([N:25]3[CH:29]=[N:28][CH:27]=[N:26]3)=[CH:3][CH:4]=2)(=[O:9])=[O:8])[CH2:15][CH2:14][N:13]([C:16]([C:18]2[CH:23]=[CH:22][CH:21]=[CH:20][CH:19]=2)=[O:17])[CH2:12]1, predict the reactants needed to synthesize it. The reactants are: Br[C:2]1[S:6][C:5]([S:7]([N:10]2[CH2:15][CH2:14][N:13]([C:16]([C:18]3[CH:23]=[CH:22][CH:21]=[CH:20][CH:19]=3)=[O:17])[CH2:12][CH:11]2[CH3:24])(=[O:9])=[O:8])=[CH:4][CH:3]=1.[NH:25]1[CH:29]=[N:28][CH:27]=[N:26]1.[OH-].[K+].CCOC(C)=O.CCCCCC.